Predict the reactants needed to synthesize the given product. From a dataset of Full USPTO retrosynthesis dataset with 1.9M reactions from patents (1976-2016). (1) The reactants are: [CH3:1][O:2][C:3]1[CH:8]=[CH:7][C:6]([NH:9][C:10]([N:12]2[CH2:18][C:17]3[CH:19]=[CH:20][C:21]([C:23]([O:25]C)=O)=[CH:22][C:16]=3[O:15][C@H:14]([CH3:27])[CH2:13]2)=[O:11])=[CH:5][CH:4]=1.[OH-:28].[Na+].[NH2:30]O. Given the product [OH:28][NH:30][C:23]([C:21]1[CH:20]=[CH:19][C:17]2[CH2:18][N:12]([C:10]([NH:9][C:6]3[CH:7]=[CH:8][C:3]([O:2][CH3:1])=[CH:4][CH:5]=3)=[O:11])[CH2:13][C@@H:14]([CH3:27])[O:15][C:16]=2[CH:22]=1)=[O:25], predict the reactants needed to synthesize it. (2) Given the product [F:19][C:18]([F:21])([F:20])[O:17][C:14]1[CH:15]=[CH:16][C:11]([NH:10][C:6]2[N:5]=[CH:4][N:3]=[C:2]3[N:28]([CH2:31][CH2:30][OH:34])[N:29]=[CH:8][C:7]=23)=[CH:12][CH:13]=1.[F:19][C:18]([F:21])([F:20])[O:17][C:14]1[CH:15]=[CH:16][C:11]([NH:10][C:6]2[C:7]3[C:2](=[N:28][N:29]([CH2:31][CH2:30][OH:34])[CH:8]=3)[N:3]=[CH:4][N:5]=2)=[CH:12][CH:13]=1, predict the reactants needed to synthesize it. The reactants are: Cl[C:2]1[C:7]([CH:8]=O)=[C:6]([NH:10][C:11]2[CH:16]=[CH:15][C:14]([O:17][C:18]([F:21])([F:20])[F:19])=[CH:13][CH:12]=2)[N:5]=[CH:4][N:3]=1.C([O-])([O-])=O.[Na+].[Na+].[NH2:28][NH2:29].[CH:30]([OH:34])(CC)[CH3:31]. (3) Given the product [ClH:1].[Cl:1][C:2]1[N:7]=[C:6]([N:8]2[CH2:9][CH2:10][CH:11]([NH2:14])[CH2:12][CH2:13]2)[CH:5]=[C:4]([C:22]2[N:26]=[CH:25][O:24][N:23]=2)[CH:3]=1, predict the reactants needed to synthesize it. The reactants are: [Cl:1][C:2]1[N:7]=[C:6]([N:8]2[CH2:13][CH2:12][CH:11]([NH:14]C(=O)OC(C)(C)C)[CH2:10][CH2:9]2)[CH:5]=[C:4]([C:22]2[N:26]=[CH:25][O:24][N:23]=2)[CH:3]=1. (4) Given the product [C:15]([C:14]1[CH:13]=[CH:12][S:11][C:10]=1[NH:9][C:6]([C:3]1[CH:4]=[CH:5][NH:1][N:2]=1)=[O:7])(=[O:16])[NH2:17], predict the reactants needed to synthesize it. The reactants are: [NH:1]1[CH:5]=[CH:4][C:3]([C:6](Cl)=[O:7])=[N:2]1.[NH2:9][C:10]1[S:11][CH:12]=[CH:13][C:14]=1[C:15]([NH2:17])=[O:16].N1C=CC=CC=1. (5) Given the product [CH:1]1([C:6]2[NH:14][C:13]3[C:12](=[O:15])[N:11]([CH2:16][CH2:17][CH3:18])[C:10]([O:23][CH3:22])=[N:9][C:8]=3[N:7]=2)[CH2:5][CH2:4][CH2:3][CH2:2]1, predict the reactants needed to synthesize it. The reactants are: [CH:1]1([C:6]2[NH:14][C:13]3[C:12](=[O:15])[N:11]([CH2:16][CH2:17][CH3:18])[C:10](Cl)=[N:9][C:8]=3[N:7]=2)[CH2:5][CH2:4][CH2:3][CH2:2]1.[H-].[Na+].[CH3:22][OH:23]. (6) Given the product [C:1]([C@H:5]1[CH2:6][CH2:7][C@H:8]([N:11]([C:28]2[N:32]([CH3:33])[C:31]3[CH:34]=[CH:35][C:36]([OH:38])=[CH:37][C:30]=3[N:29]=2)[CH:12]2[C:20]3[C:15](=[CH:16][C:17]([C:21]([O:23][CH2:24][CH2:25][CH2:26][CH3:27])=[O:22])=[CH:18][CH:19]=3)[CH2:14][CH2:13]2)[CH2:9][CH2:10]1)([CH3:2])([CH3:3])[CH3:4], predict the reactants needed to synthesize it. The reactants are: [C:1]([C@H:5]1[CH2:10][CH2:9][C@H:8]([N:11]([C:28]2[N:32]([CH3:33])[C:31]3[CH:34]=[CH:35][C:36]([O:38]C)=[CH:37][C:30]=3[N:29]=2)[CH:12]2[C:20]3[C:15](=[CH:16][C:17]([C:21]([O:23][CH2:24][CH2:25][CH2:26][CH3:27])=[O:22])=[CH:18][CH:19]=3)[CH2:14][CH2:13]2)[CH2:7][CH2:6]1)([CH3:4])([CH3:3])[CH3:2].B(Br)(Br)Br. (7) Given the product [Br:13][CH:5]1[C:4]2[C:8](=[CH:9][C:10]([Cl:11])=[C:2]([Cl:1])[CH:3]=2)[C:7](=[O:12])[O:6]1, predict the reactants needed to synthesize it. The reactants are: [Cl:1][C:2]1[CH:3]=[C:4]2[C:8](=[CH:9][C:10]=1[Cl:11])[C:7](=[O:12])[O:6][CH2:5]2.[Br:13]N1C(=O)CCC1=O.C(OOC(=O)C1C=CC=CC=1)(=O)C1C=CC=CC=1.